Dataset: Forward reaction prediction with 1.9M reactions from USPTO patents (1976-2016). Task: Predict the product of the given reaction. (1) The product is: [N+:8]([C:5]1[CH:6]=[CH:7][C:2]([NH:12][CH2:13][CH2:14][NH:15][CH2:16][CH2:17][OH:18])=[C:3]([CH3:11])[CH:4]=1)([O-:10])=[O:9]. Given the reactants F[C:2]1[CH:7]=[CH:6][C:5]([N+:8]([O-:10])=[O:9])=[CH:4][C:3]=1[CH3:11].[NH2:12][CH2:13][CH2:14][NH:15][CH2:16][CH2:17][OH:18].C([O-])([O-])=O.[K+].[K+].CN1CCCC1=O, predict the reaction product. (2) Given the reactants F[C:2]1[CH:7]=[C:6]([F:8])[CH:5]=[CH:4][C:3]=1[N+:9]([O-:11])=[O:10].[F:12][C:13]([F:17])([F:16])[CH2:14][OH:15].[OH-].[Na+].O, predict the reaction product. The product is: [F:8][C:6]1[CH:5]=[CH:4][C:3]([N+:9]([O-:11])=[O:10])=[C:2]([O:15][CH2:14][C:13]([F:17])([F:16])[F:12])[CH:7]=1. (3) Given the reactants [Cl:1][C:2]1[CH:3]=[C:4]([CH:17]=[CH:18][CH:19]=1)[CH2:5][C:6]1[NH:7][C:8](=[O:16])[C:9]([C:14]#[N:15])=[C:10](SC)[N:11]=1.[CH3:20][O:21][C:22]1[CH:29]=[CH:28][CH:27]=[CH:26][C:23]=1[CH2:24][NH2:25], predict the reaction product. The product is: [Cl:1][C:2]1[CH:3]=[C:4]([CH:17]=[CH:18][CH:19]=1)[CH2:5][C:6]1[NH:7][C:8](=[O:16])[C:9]([C:14]#[N:15])=[C:10]([NH:25][CH2:24][C:23]2[CH:26]=[CH:27][CH:28]=[CH:29][C:22]=2[O:21][CH3:20])[N:11]=1. (4) Given the reactants [CH3:1][C:2]1([CH3:9])[O:6][CH:5]([CH2:7]O)[CH2:4][O:3]1.C1(P(C2C=CC=CC=2)C2C=CC=CC=2)C=CC=CC=1.N1C=CN=C1.[I:34]I, predict the reaction product. The product is: [I:34][CH2:7][CH:5]1[CH2:4][O:3][C:2]([CH3:9])([CH3:1])[O:6]1. (5) Given the reactants [F:1][C:2]1[CH:7]=[CH:6][C:5]([OH:8])=[CH:4][CH:3]=1.[CH3:9][O:10][C:11](=[O:33])[CH:12]([NH:20][C:21]([O:23][CH2:24][C:25]1[CH:30]=[CH:29][C:28]([CH2:31]Cl)=[CH:27][CH:26]=1)=[O:22])[CH2:13][C:14]1[CH:19]=[CH:18][CH:17]=[CH:16][CH:15]=1.C(=O)([O-])[O-].[Cs+].[Cs+], predict the reaction product. The product is: [CH3:9][O:10][C:11](=[O:33])[CH:12]([NH:20][C:21]([O:23][CH2:24][C:25]1[CH:30]=[CH:29][C:28]([CH2:31][O:8][C:5]2[CH:6]=[CH:7][C:2]([F:1])=[CH:3][CH:4]=2)=[CH:27][CH:26]=1)=[O:22])[CH2:13][C:14]1[CH:15]=[CH:16][CH:17]=[CH:18][CH:19]=1.